Dataset: Forward reaction prediction with 1.9M reactions from USPTO patents (1976-2016). Task: Predict the product of the given reaction. (1) The product is: [F:23][C:24]1[C:29]([F:30])=[CH:28][CH:27]=[CH:26][C:25]=1[C:31]1[CH:39]=[CH:38][CH:37]=[C:36]2[C:32]=1[C:33](=[CH:21][C:3]1[NH:4][C:5]3[CH2:11][CH2:10][CH2:9][N:8]([CH2:12][CH2:13][N:14]4[CH2:19][CH2:18][CH2:17][CH2:16][CH2:15]4)[C:7](=[O:20])[C:6]=3[C:2]=1[CH3:1])[C:34](=[O:40])[NH:35]2. Given the reactants [CH3:1][C:2]1[C:6]2[C:7](=[O:20])[N:8]([CH2:12][CH2:13][N:14]3[CH2:19][CH2:18][CH2:17][CH2:16][CH2:15]3)[CH2:9][CH2:10][CH2:11][C:5]=2[NH:4][C:3]=1[CH:21]=O.[F:23][C:24]1[C:29]([F:30])=[CH:28][CH:27]=[CH:26][C:25]=1[C:31]1[CH:39]=[CH:38][CH:37]=[C:36]2[C:32]=1[CH2:33][C:34](=[O:40])[NH:35]2, predict the reaction product. (2) Given the reactants C(O)(C(F)(F)F)=O.[O:8]=[C:9]1[CH2:13][CH:12]([C:14]2[CH:19]=[C:18]([F:20])[C:17]([F:21])=[C:16]([F:22])[CH:15]=2)[CH2:11][N:10]1C(OC(C)(C)C)=O, predict the reaction product. The product is: [F:20][C:18]1[CH:19]=[C:14]([CH:12]2[CH2:11][NH:10][C:9](=[O:8])[CH2:13]2)[CH:15]=[C:16]([F:22])[C:17]=1[F:21]. (3) The product is: [Br:17][C:15]1[N:16]=[C:11]([NH:9][C:7]2[CH:6]=[N:5][N:4]([CH:1]3[CH2:3][CH2:2]3)[CH:8]=2)[C:12](=[O:19])[N:13]([CH3:18])[CH:14]=1. Given the reactants [CH:1]1([N:4]2[CH:8]=[C:7]([NH2:9])[CH:6]=[N:5]2)[CH2:3][CH2:2]1.Br[C:11]1[C:12](=[O:19])[N:13]([CH3:18])[CH:14]=[C:15]([Br:17])[N:16]=1.CC1(C)C2C(=C(P(C3C=CC=CC=3)C3C=CC=CC=3)C=CC=2)OC2C(P(C3C=CC=CC=3)C3C=CC=CC=3)=CC=CC1=2.C([O-])([O-])=O.[Cs+].[Cs+], predict the reaction product.